From a dataset of Forward reaction prediction with 1.9M reactions from USPTO patents (1976-2016). Predict the product of the given reaction. (1) Given the reactants [OH:1][CH:2]([CH3:5])[CH2:3][NH2:4].C[C:7]1([CH3:27])[C:11]([C:12]([OH:14])=O)=[CH:10][NH:9][CH:8]1/[CH:15]=[C:16]1\[C:17](=[O:26])[NH:18][C:19]2[C:24]\1=[CH:23][C:22]([Cl:25])=[CH:21][CH:20]=2.CN(C(O[N:36]1[N:44]=[N:43]C2C=CC=[N:42][C:37]1=2)=[N+](C)C)C.F[P-](F)(F)(F)(F)F.[CH3:52]CN(C(C)C)C(C)C, predict the reaction product. The product is: [Cl:25][C:22]1[CH:23]=[C:24]2[C:19](=[CH:20][CH:21]=1)[NH:18][C:17](=[O:26])/[C:16]/2=[CH:15]\[C:8]1[NH:9][C:10]([CH3:52])=[C:11]([C:12]([NH:4][CH2:3][CH:2]([OH:1])[CH2:5][N:44]2[N:43]=[N:42][CH:37]=[N:36]2)=[O:14])[C:7]=1[CH3:27]. (2) Given the reactants [C:1]([C:3]1[CH:8]=[C:7]([CH3:9])[N:6]=[C:5]([CH3:10])[CH:4]=1)#[CH:2].I[C:12]1[CH:19]=[CH:18][C:15]([CH:16]=[O:17])=[CH:14][CH:13]=1, predict the reaction product. The product is: [CH3:10][C:5]1[CH:4]=[C:3]([C:1]#[C:2][C:12]2[CH:19]=[CH:18][C:15]([CH:16]=[O:17])=[CH:14][CH:13]=2)[CH:8]=[C:7]([CH3:9])[N:6]=1. (3) Given the reactants [Cl:1][C:2]1[CH:7]=[CH:6][C:5]([OH:8])=[C:4]([C:9]2[CH:13]=[CH:12][NH:11][N:10]=2)[CH:3]=1.C([O-])([O-])=O.[K+].[K+].[CH2:20](Br)[C:21]1[CH:26]=[CH:25][CH:24]=[CH:23][CH:22]=1, predict the reaction product. The product is: [CH2:20]([O:8][C:5]1[CH:6]=[CH:7][C:2]([Cl:1])=[CH:3][C:4]=1[C:9]1[CH:13]=[CH:12][NH:11][N:10]=1)[C:21]1[CH:26]=[CH:25][CH:24]=[CH:23][CH:22]=1. (4) Given the reactants [CH3:1][O:2][C:3]1[CH:14]=[CH:13][C:6]2[CH:7]=[C:8]([CH:10]([CH3:12])[CH3:11])[O:9][C:5]=2[CH:4]=1.[C:15](Cl)(=[O:19])C(Cl)=O.[Al+3].[Cl-].[Cl-].[Cl-].[CH3:25][NH2:26], predict the reaction product. The product is: [CH3:25][NH:26][C:15]([C:7]1[C:6]2[CH:13]=[CH:14][C:3]([O:2][CH3:1])=[CH:4][C:5]=2[O:9][C:8]=1[CH:10]([CH3:11])[CH3:12])=[O:19]. (5) Given the reactants [NH:1]1[C:9]2[C:4](=[N:5][CH:6]=[CH:7][CH:8]=2)[CH:3]=[CH:2]1.[H][H], predict the reaction product. The product is: [NH:1]1[C:9]2[C:4](=[N:5][CH:6]=[CH:7][CH:8]=2)[CH2:3][CH2:2]1. (6) Given the reactants Cl.[NH2:2][C@H:3]([C:21]([N:23]1[CH2:62][CH2:61][CH2:60][C@H:24]1[C:25]([NH:27][C@H:28]([C:30]([NH:32][C@H:33]([C:50]([O:52][CH2:53][C:54]1[CH:59]=[CH:58][CH:57]=[CH:56][CH:55]=1)=[O:51])[CH2:34][CH2:35][CH2:36][CH2:37][NH:38][C:39]([O:41][CH2:42][C:43]1[CH:49]=[CH:48][CH:47]=[CH:46][C:44]=1[Cl:45])=[O:40])=[O:31])[CH3:29])=[O:26])=[O:22])[CH2:4][CH2:5][CH2:6][NH:7][C:8](=[NH:20])[NH:9][S:10]([C:13]1[CH:19]=[CH:18][C:16]([CH3:17])=[CH:15][CH:14]=1)(=[O:12])=[O:11].[NH:63]([C:68]([O:70][C:71]([CH3:74])([CH3:73])[CH3:72])=[O:69])[CH2:64][C:65](O)=[O:66].ON1C2C=CC=CC=2N=N1.C1(N=C=NC2CCCCC2)CCCCC1, predict the reaction product. The product is: [NH:63]([C:68]([O:70][C:71]([CH3:74])([CH3:73])[CH3:72])=[O:69])[CH2:64][C:65]([NH:2][C@H:3]([C:21]([N:23]1[CH2:62][CH2:61][CH2:60][C@H:24]1[C:25]([NH:27][C@H:28]([C:30]([NH:32][C@H:33]([C:50]([O:52][CH2:53][C:54]1[CH:59]=[CH:58][CH:57]=[CH:56][CH:55]=1)=[O:51])[CH2:34][CH2:35][CH2:36][CH2:37][NH:38][C:39]([O:41][CH2:42][C:43]1[CH:49]=[CH:48][CH:47]=[CH:46][C:44]=1[Cl:45])=[O:40])=[O:31])[CH3:29])=[O:26])=[O:22])[CH2:4][CH2:5][CH2:6][NH:7][C:8](=[NH:20])[NH:9][S:10]([C:13]1[CH:14]=[CH:15][C:16]([CH3:17])=[CH:18][CH:19]=1)(=[O:11])=[O:12])=[O:66]. (7) Given the reactants C=O.[BH-](OC(C)=O)(OC(C)=O)O[C:5](C)=O.[Na+].[C:17]([O:21][C:22]([N:24]1[CH2:29][CH2:28][N:27]([C:30]([CH:32]2[CH2:37][CH2:36][CH2:35][CH2:34][NH:33]2)=[O:31])[CH2:26][CH2:25]1)=[O:23])([CH3:20])([CH3:19])[CH3:18], predict the reaction product. The product is: [C:17]([O:21][C:22]([N:24]1[CH2:29][CH2:28][N:27]([C:30]([CH:32]2[CH2:37][CH2:36][CH2:35][CH2:34][N:33]2[CH3:5])=[O:31])[CH2:26][CH2:25]1)=[O:23])([CH3:20])([CH3:18])[CH3:19].